Dataset: Forward reaction prediction with 1.9M reactions from USPTO patents (1976-2016). Task: Predict the product of the given reaction. (1) Given the reactants [CH3:1][C:2]1[C:11](=[O:12])[CH2:10][CH2:9][C:8]2([C:13]3[CH:18]=[CH:17][CH:16]=[CH:15][CH:14]=3)[C:3]=1[CH2:4][CH2:5][CH2:6][C:7]2=[O:19].[BH4-].[Na+], predict the reaction product. The product is: [OH:19][CH:7]1[CH2:6][CH2:5][CH2:4][C:3]2[C:8]1([C:13]1[CH:14]=[CH:15][CH:16]=[CH:17][CH:18]=1)[CH2:9][CH2:10][C:11](=[O:12])[C:2]=2[CH3:1]. (2) Given the reactants Br[C:2]1[CH:7]=[CH:6][C:5]([F:8])=[C:4]([CH3:9])[N:3]=1.[CH2:10]([O:12][C:13]([Sn](CCCC)(CCCC)CCCC)=[CH2:14])[CH3:11], predict the reaction product. The product is: [CH2:13]([O:12][C:10]([C:2]1[CH:7]=[CH:6][C:5]([F:8])=[C:4]([CH3:9])[N:3]=1)=[CH2:11])[CH3:14]. (3) The product is: [Cl:1][C:2]1[CH:7]=[C:6]([Cl:8])[C:5]([O:9][CH3:10])=[CH:4][C:3]=1[NH:11][C:12]1[C:17]([C:18]#[N:19])=[CH:16][N:15]=[C:14]2[S:20][C:21]([C:29]3[CH:30]=[CH:31][C:26]([CH:24]=[O:25])=[CH:27][CH:28]=3)=[CH:22][C:13]=12. Given the reactants [Cl:1][C:2]1[CH:7]=[C:6]([Cl:8])[C:5]([O:9][CH3:10])=[CH:4][C:3]=1[NH:11][C:12]1[C:17]([C:18]#[N:19])=[CH:16][N:15]=[C:14]2[S:20][C:21](I)=[CH:22][C:13]=12.[CH:24]([C:26]1[CH:31]=[CH:30][C:29](B(O)O)=[CH:28][CH:27]=1)=[O:25].C(=O)([O-])[O-].[Na+].[Na+], predict the reaction product. (4) The product is: [F:1][C:2]([F:10])([F:11])[C:3]1[CH:9]=[CH:8][C:6]([NH:7][N:12]=[C:24]([C:25](=[O:27])[CH3:26])[C:21](=[O:23])[CH3:22])=[CH:5][CH:4]=1. Given the reactants [F:1][C:2]([F:11])([F:10])[C:3]1[CH:9]=[CH:8][C:6]([NH2:7])=[CH:5][CH:4]=1.[N:12]([O-])=O.[Na+].C([O-])(=O)C.[Na+].[C:21]([CH2:24][C:25](=[O:27])[CH3:26])(=[O:23])[CH3:22], predict the reaction product. (5) Given the reactants [OH-].[K+].CS(C)=O.[NH:7]1[CH:11]=[CH:10][CH:9]=[CH:8]1.Br[CH2:13][C:14]([O:16]CC)=[O:15], predict the reaction product. The product is: [N:7]1([CH2:13][C:14]([OH:16])=[O:15])[CH:11]=[CH:10][CH:9]=[CH:8]1. (6) Given the reactants [Br:1][C:2]1[CH:7]=[C:6]([N+:8]([O-:10])=[O:9])[CH:5]=[C:4]([NH2:11])[C:3]=1[NH2:12].[C:13](O)(=O)[CH:14]([CH3:16])[CH3:15].Cl.[OH-].[Na+], predict the reaction product. The product is: [Br:1][C:2]1[C:3]2[N:12]=[C:13]([CH:14]([CH3:16])[CH3:15])[NH:11][C:4]=2[CH:5]=[C:6]([N+:8]([O-:10])=[O:9])[CH:7]=1. (7) Given the reactants [Cl:1][C:2]1[CH:7]=[CH:6][C:5]([S:8]([N:11]2[C:20]3[C:15](=[CH:16][CH:17]=[CH:18][CH:19]=3)[C:14](=[O:21])[CH2:13][CH2:12]2)(=[O:10])=[O:9])=[CH:4][CH:3]=1.[C:22](OCC)(=[O:28])[C:23]([O:25][CH2:26][CH3:27])=[O:24].[O-]CC.[Na+], predict the reaction product. The product is: [Cl:1][C:2]1[CH:3]=[CH:4][C:5]([S:8]([N:11]2[C:20]3[C:15](=[CH:16][CH:17]=[CH:18][CH:19]=3)[C:14](=[O:21])[CH:13]([C:22](=[O:28])[C:23]([O:25][CH2:26][CH3:27])=[O:24])[CH2:12]2)(=[O:9])=[O:10])=[CH:6][CH:7]=1.